From a dataset of Forward reaction prediction with 1.9M reactions from USPTO patents (1976-2016). Predict the product of the given reaction. Given the reactants [Cl:1][C:2]1[CH:7]=[CH:6][C:5]([C:8]2[N:13]=[C:12]([C:14]([OH:16])=O)[CH:11]=[CH:10][C:9]=2[O:17][CH2:18][CH:19]2[CH2:21][CH2:20]2)=[CH:4][CH:3]=1.[CH3:22][C:23]([C:26]1[S:27][CH:28]=[C:29]([CH2:31][NH2:32])[N:30]=1)([CH3:25])[CH3:24], predict the reaction product. The product is: [C:23]([C:26]1[S:27][CH:28]=[C:29]([CH2:31][NH:32][C:14]([C:12]2[CH:11]=[CH:10][C:9]([O:17][CH2:18][CH:19]3[CH2:21][CH2:20]3)=[C:8]([C:5]3[CH:4]=[CH:3][C:2]([Cl:1])=[CH:7][CH:6]=3)[N:13]=2)=[O:16])[N:30]=1)([CH3:25])([CH3:22])[CH3:24].